Predict the reactants needed to synthesize the given product. From a dataset of Full USPTO retrosynthesis dataset with 1.9M reactions from patents (1976-2016). (1) Given the product [C:34]([O:38][C:39]([N:41]1[CH2:46][CH2:45][C@H:44]([N:47]=[C:48]([C:55]2[CH:60]=[CH:59][CH:58]=[CH:57][CH:56]=2)[C:49]2[CH:50]=[CH:51][CH:52]=[CH:53][CH:54]=2)[C@H:43]([N:78]=[N+:79]=[N-:80])[CH2:42]1)=[O:40])([CH3:37])([CH3:36])[CH3:35], predict the reactants needed to synthesize it. The reactants are: C1(P(C2C=CC=CC=2)C2C=CC=CC=2)C=CC=CC=1.CC(OC(/N=N/C(OC(C)C)=O)=O)C.[C:34]([O:38][C:39]([N:41]1[CH2:46][CH2:45][C@@H:44]([N:47]=[C:48]([C:55]2[CH:60]=[CH:59][CH:58]=[CH:57][CH:56]=2)[C:49]2[CH:54]=[CH:53][CH:52]=[CH:51][CH:50]=2)[C@H:43](O)[CH2:42]1)=[O:40])([CH3:37])([CH3:36])[CH3:35].P([N:78]=[N+:79]=[N-:80])(OC1C=CC=CC=1)(OC1C=CC=CC=1)=O. (2) Given the product [C:1]([O:5][C:6](=[O:35])[NH:7][C:8]1[S:9][C:10]([C:40]2[CH:41]=[CH:42][C:37]([OH:36])=[CH:38][CH:39]=2)=[CH:11][C:12]=1[C:13]([N:15]1[CH2:20][CH2:19][CH:18]([N:21]2[CH2:33][CH2:32][CH2:31][C:23]3([C:27](=[O:28])[O:26][C:25]([CH3:30])([CH3:29])[CH2:24]3)[CH2:22]2)[CH2:17][CH2:16]1)=[O:14])([CH3:4])([CH3:3])[CH3:2], predict the reactants needed to synthesize it. The reactants are: [C:1]([O:5][C:6](=[O:35])[NH:7][C:8]1[S:9][C:10](Br)=[CH:11][C:12]=1[C:13]([N:15]1[CH2:20][CH2:19][CH:18]([N:21]2[CH2:33][CH2:32][CH2:31][C:23]3([C:27](=[O:28])[O:26][C:25]([CH3:30])([CH3:29])[CH2:24]3)[CH2:22]2)[CH2:17][CH2:16]1)=[O:14])([CH3:4])([CH3:3])[CH3:2].[OH:36][C:37]1[CH:42]=[CH:41][C:40](B(O)O)=[CH:39][CH:38]=1. (3) The reactants are: C[O:2][C:3]([C:5]1[NH:6][C:7]([CH3:17])=[N:8][C:9]=1[C:10]1[CH:15]=[CH:14][C:13]([F:16])=[CH:12][CH:11]=1)=[O:4].CCO.[OH-].[K+].Cl. Given the product [F:16][C:13]1[CH:12]=[CH:11][C:10]([C:9]2[N:8]=[C:7]([CH3:17])[NH:6][C:5]=2[C:3]([OH:4])=[O:2])=[CH:15][CH:14]=1, predict the reactants needed to synthesize it.